From a dataset of Full USPTO retrosynthesis dataset with 1.9M reactions from patents (1976-2016). Predict the reactants needed to synthesize the given product. (1) Given the product [CH2:30]([O:37][CH2:38][C@H:39]([OH:40])[CH2:41][C:26]1[N:25]([C:6]([C:13]2[CH:18]=[CH:17][CH:16]=[CH:15][CH:14]=2)([C:19]2[CH:20]=[CH:21][CH:22]=[CH:23][CH:24]=2)[C:7]2[CH:12]=[CH:11][CH:10]=[CH:9][CH:8]=2)[CH:29]=[CH:28][N:27]=1)[C:31]1[CH:36]=[CH:35][CH:34]=[CH:33][CH:32]=1, predict the reactants needed to synthesize it. The reactants are: C([Li])CCC.[C:6]([N:25]1[CH:29]=[CH:28][N:27]=[CH:26]1)([C:19]1[CH:24]=[CH:23][CH:22]=[CH:21][CH:20]=1)([C:13]1[CH:18]=[CH:17][CH:16]=[CH:15][CH:14]=1)[C:7]1[CH:12]=[CH:11][CH:10]=[CH:9][CH:8]=1.[CH2:30]([O:37][CH2:38][C@H:39]1[CH2:41][O:40]1)[C:31]1[CH:36]=[CH:35][CH:34]=[CH:33][CH:32]=1.O. (2) The reactants are: [F:1][C:2]([F:24])([F:23])[S:3][C:4]1[CH:9]=[CH:8][C:7]([C:10]#[C:11][C:12]2[CH:17]=[CH:16][C:15]([S:18][C:19]([F:22])([F:21])[F:20])=[CH:14][CH:13]=2)=[CH:6][CH:5]=1. Given the product [F:21][C:19]([F:20])([F:22])[S:18][C:15]1[CH:14]=[CH:13][C:12]([CH2:11][CH2:10][C:7]2[CH:8]=[CH:9][C:4]([S:3][C:2]([F:24])([F:23])[F:1])=[CH:5][CH:6]=2)=[CH:17][CH:16]=1, predict the reactants needed to synthesize it. (3) Given the product [NH:1]1[C:9]2[C:4](=[CH:5][C:6]([NH:10][C:11]3[C:12]4[CH2:20][N:19]([C:21]([O:23][C:24]([CH3:27])([CH3:26])[CH3:25])=[O:22])[CH2:18][C:13]=4[N:14]=[C:15]([N:34]4[CH2:33][C:32]5[C:36](=[CH:37][CH:38]=[C:30]([O:29][CH3:28])[CH:31]=5)[CH2:35]4)[N:16]=3)=[CH:7][CH:8]=2)[CH:3]=[N:2]1, predict the reactants needed to synthesize it. The reactants are: [NH:1]1[C:9]2[C:4](=[CH:5][C:6]([NH:10][C:11]3[C:12]4[CH2:20][N:19]([C:21]([O:23][C:24]([CH3:27])([CH3:26])[CH3:25])=[O:22])[CH2:18][C:13]=4[N:14]=[C:15](Cl)[N:16]=3)=[CH:7][CH:8]=2)[CH:3]=[N:2]1.[CH3:28][O:29][C:30]1[CH:31]=[C:32]2[C:36](=[CH:37][CH:38]=1)[CH2:35][NH:34][CH2:33]2. (4) The reactants are: C([NH:4][C:5]1[CH:10]=[C:9]([C:11]2[C:16]([F:17])=[CH:15][C:14]([Br:18])=[C:13]([F:19])[C:12]=2[F:20])[N:8]=[C:7]([C:21]([O:23]C)=[O:22])[C:6]=1[Cl:25])(=O)C.[OH-].[Na+].Cl. Given the product [NH2:4][C:5]1[CH:10]=[C:9]([C:11]2[C:16]([F:17])=[CH:15][C:14]([Br:18])=[C:13]([F:19])[C:12]=2[F:20])[N:8]=[C:7]([C:21]([OH:23])=[O:22])[C:6]=1[Cl:25], predict the reactants needed to synthesize it. (5) Given the product [C:47]([NH:55][C:56]1[CH:68]=[C:67]([O:7][C:6]2[CH:1]=[CH:2][C:3]([CH3:8])=[CH:4][CH:5]=2)[CH:66]=[CH:65][C:57]=1[C:58]([O:60][C:61]([CH3:64])([CH3:63])[CH3:62])=[O:59])(=[O:54])[C:48]1[CH:53]=[CH:52][CH:51]=[CH:50][CH:49]=1, predict the reactants needed to synthesize it. The reactants are: [CH:1]1[C:6]([OH:7])=[CH:5][CH:4]=[C:3]([CH3:8])[CH:2]=1.P([O-])([O-])([O-])=O.[K+].[K+].[K+].C(P(C(C)(C)C)C1C=CC=CC=1C1C(C(C)C)=CC(C(C)C)=CC=1C(C)C)(C)(C)C.[C:47]([NH:55][C:56]1[CH:68]=[C:67](Br)[CH:66]=[CH:65][C:57]=1[C:58]([O:60][C:61]([CH3:64])([CH3:63])[CH3:62])=[O:59])(=[O:54])[C:48]1[CH:53]=[CH:52][CH:51]=[CH:50][CH:49]=1.C(O)(=O)CC(CC(O)=O)(C(O)=O)O. (6) Given the product [CH2:1]([O:8][C:9]1[C:10]([NH:15][C:16]2[S:17][CH:20]=[C:21]([CH2:22][CH2:23][C:24]([O:26][CH3:27])=[O:25])[N:18]=2)=[N:11][CH:12]=[CH:13][CH:14]=1)[C:2]1[CH:3]=[CH:4][CH:5]=[CH:6][CH:7]=1, predict the reactants needed to synthesize it. The reactants are: [CH2:1]([O:8][C:9]1[C:10]([NH:15][C:16]([NH2:18])=[S:17])=[N:11][CH:12]=[CH:13][CH:14]=1)[C:2]1[CH:7]=[CH:6][CH:5]=[CH:4][CH:3]=1.Br[CH2:20][C:21](=O)[CH2:22][CH2:23][C:24]([O:26][CH3:27])=[O:25].C(N(CC)CC)C. (7) The reactants are: [F:1][C:2]1[N:7]=[C:6]([NH2:8])[CH:5]=[CH:4][CH:3]=1.ClC(Cl)(Cl)[C:11](=[O:13])[CH3:12].[CH3:16]OCCOC. Given the product [F:1][C:2]1[N:7]2[CH:16]=[C:12]([CH:11]=[O:13])[N:8]=[C:6]2[CH:5]=[CH:4][CH:3]=1, predict the reactants needed to synthesize it. (8) The reactants are: [Cl:1][C:2]1[N:11]=[CH:10][C:9]2[NH:8][C:7](=[O:12])[C@@H:6]([CH2:13][CH3:14])[N:5]([CH:15]([CH3:17])[CH3:16])[C:4]=2[N:3]=1.[C:18]1(C)C=CC(S(OC)(=O)=O)=CC=1.C(=O)([O-])[O-].[K+].[K+]. Given the product [Cl:1][C:2]1[N:11]=[CH:10][C:9]2[N:8]([CH3:18])[C:7](=[O:12])[C@@H:6]([CH2:13][CH3:14])[N:5]([CH:15]([CH3:16])[CH3:17])[C:4]=2[N:3]=1, predict the reactants needed to synthesize it.